From a dataset of Forward reaction prediction with 1.9M reactions from USPTO patents (1976-2016). Predict the product of the given reaction. (1) Given the reactants [Br:1][C:2]1[CH:7]=[CH:6][C:5]([C:8]([NH:10][C@@H:11]2[CH2:16][CH2:15][N:14]([C:17]([O:19][C:20]([CH3:23])([CH3:22])[CH3:21])=[O:18])[CH2:13][C@H:12]2[C:24]2[CH:29]=[CH:28][C:27]([Cl:30])=[C:26]([Cl:31])[CH:25]=2)=[O:9])=[CH:4][CH:3]=1.[H-].[Na+].[CH3:34]I.O, predict the reaction product. The product is: [Br:1][C:2]1[CH:3]=[CH:4][C:5]([C:8]([N:10]([CH3:34])[C@@H:11]2[CH2:16][CH2:15][N:14]([C:17]([O:19][C:20]([CH3:23])([CH3:22])[CH3:21])=[O:18])[CH2:13][C@H:12]2[C:24]2[CH:29]=[CH:28][C:27]([Cl:30])=[C:26]([Cl:31])[CH:25]=2)=[O:9])=[CH:6][CH:7]=1. (2) The product is: [CH2:1]([O:3][C:4]([C:6]1([C@H:9]2[CH2:13][N:12]([C@H:14]([C:16]3[CH:17]=[CH:18][CH:19]=[CH:20][CH:21]=3)[CH3:15])[C:11](=[O:22])[CH2:10]2)[CH2:7][CH2:8]1)=[O:5])[CH3:2]. Given the reactants [CH2:1]([O:3][C:4]([C:6]1([C:9]2[CH2:13][N:12]([C@H:14]([C:16]3[CH:21]=[CH:20][CH:19]=[CH:18][CH:17]=3)[CH3:15])[C:11](=[O:22])[CH:10]=2)[CH2:8][CH2:7]1)=[O:5])[CH3:2], predict the reaction product. (3) Given the reactants [CH:1]1([NH:6][S:7]([C:10]2[C:18]3[N:17]=[C:16]([S:19][CH3:20])[NH:15][C:14]=3[CH:13]=[C:12]([C:21]3[C:22]([CH3:27])=[N:23][O:24][C:25]=3[CH3:26])[CH:11]=2)(=[O:9])=[O:8])[CH2:5][CH2:4][CH2:3][CH2:2]1.ClC1N=C(Cl)N=C(Cl)N=1.[OH:37]O, predict the reaction product. The product is: [CH:1]1([NH:6][S:7]([C:10]2[C:18]3[N:17]=[C:16]([S:19]([CH3:20])=[O:37])[NH:15][C:14]=3[CH:13]=[C:12]([C:21]3[C:22]([CH3:27])=[N:23][O:24][C:25]=3[CH3:26])[CH:11]=2)(=[O:9])=[O:8])[CH2:2][CH2:3][CH2:4][CH2:5]1. (4) Given the reactants [CH:1](=O)[C:2]1[CH:7]=[CH:6][CH:5]=[CH:4][CH:3]=1.[C:9](#[N:13])[CH2:10][C:11]#[N:12].[CH3:14][C:15]1[CH2:19][C:18](=[O:20])[N:17]([C:21]2[CH:26]=[CH:25][CH:24]=[CH:23][CH:22]=2)[N:16]=1.[O-]S([O-])(=O)=O.[Na+].[Na+].CC[C@@H]1[C@@H]2C[C@@H]([C@H](O)C3C4C=C(OCC)C=CC=4N=CC=3)N(CC2)C1.Cl, predict the reaction product. The product is: [NH2:12][C:11]1[O:20][C:18]2[N:17]([C:21]3[CH:26]=[CH:25][CH:24]=[CH:23][CH:22]=3)[N:16]=[C:15]([CH3:14])[C:19]=2[CH:1]([C:2]2[CH:7]=[CH:6][CH:5]=[CH:4][CH:3]=2)[C:10]=1[C:9]#[N:13]. (5) Given the reactants [CH3:1][N:2]([C:4]1[CH:9]=[CH:8][C:7](Br)=[CH:6][N:5]=1)[CH3:3].[CH2:11]([N:13]([C:16]1[N:21]=[CH:20][C:19]([NH2:22])=[CH:18][N:17]=1)[CH2:14][CH3:15])[CH3:12], predict the reaction product. The product is: [CH3:1][N:2]([CH3:3])[C:4]1[N:5]=[CH:6][C:7]([NH:22][C:19]2[CH:18]=[N:17][C:16]([N:13]([CH2:14][CH3:15])[CH2:11][CH3:12])=[N:21][CH:20]=2)=[CH:8][CH:9]=1. (6) Given the reactants Cl[C:2]1[N:3]=[C:4]([N:11]2[CH2:16][CH2:15][O:14][CH:13]([CH2:17][C:18]([OH:20])=[O:19])[CH2:12]2)[C:5]2[S:10][CH:9]=[CH:8][C:6]=2[N:7]=1.[NH2:21][C:22]1[N:27]=[CH:26][C:25](B2OC(C)(C)C(C)(C)O2)=[CH:24][N:23]=1.CC#N.CC([O-])=O.[K+], predict the reaction product. The product is: [NH2:21][C:22]1[N:27]=[CH:26][C:25]([C:2]2[N:3]=[C:4]([N:11]3[CH2:16][CH2:15][O:14][CH:13]([CH2:17][C:18]([OH:20])=[O:19])[CH2:12]3)[C:5]3[S:10][CH:9]=[CH:8][C:6]=3[N:7]=2)=[CH:24][N:23]=1.